Dataset: Peptide-MHC class I binding affinity with 185,985 pairs from IEDB/IMGT. Task: Regression. Given a peptide amino acid sequence and an MHC pseudo amino acid sequence, predict their binding affinity value. This is MHC class I binding data. (1) The peptide sequence is MLASIDLKYF. The MHC is Mamu-A02 with pseudo-sequence Mamu-A02. The binding affinity (normalized) is 0.502. (2) The peptide sequence is EYAPFARLL. The MHC is HLA-A02:12 with pseudo-sequence HLA-A02:12. The binding affinity (normalized) is 0.0847. (3) The peptide sequence is IVKNIREGT. The MHC is HLA-A02:06 with pseudo-sequence HLA-A02:06. The binding affinity (normalized) is 0.0713. (4) The peptide sequence is YLKDQQLL. The MHC is HLA-B51:01 with pseudo-sequence HLA-B51:01. The binding affinity (normalized) is 0. (5) The peptide sequence is MTYSHHACR. The MHC is HLA-C04:01 with pseudo-sequence HLA-C04:01. The binding affinity (normalized) is 0.213. (6) The peptide sequence is PLESDAVECL. The MHC is HLA-A02:06 with pseudo-sequence HLA-A02:06. The binding affinity (normalized) is 0. (7) The peptide sequence is RKQQISALF. The MHC is HLA-A02:03 with pseudo-sequence HLA-A02:03. The binding affinity (normalized) is 0.